From a dataset of Retrosynthesis with 50K atom-mapped reactions and 10 reaction types from USPTO. Predict the reactants needed to synthesize the given product. The reactants are: CC(C)(C)OC(=O)Nc1ccc2[nH]nc(I)c2c1. Given the product O=C(O)C(F)(F)F, predict the reactants needed to synthesize it.